The task is: Predict the product of the given reaction.. This data is from Forward reaction prediction with 1.9M reactions from USPTO patents (1976-2016). (1) Given the reactants [NH2:1][CH:2]([C:17]12[CH2:24][CH2:23][C:20]([NH:25][C:26](=[O:32])[O:27][C:28]([CH3:31])([CH3:30])[CH3:29])([CH2:21][CH2:22]1)[CH2:19][O:18]2)[CH2:3][C:4]1[C:13]2[C:8](=[CH:9][CH:10]=[C:11]([O:14][CH3:15])[N:12]=2)[N:7]=[CH:6][C:5]=1[F:16].[C:33](=O)([O-])O.[Na+].Cl[C:39]([O:41][CH2:42][C:43]1[CH:48]=[CH:47][CH:46]=[CH:45][CH:44]=1)=[O:40], predict the reaction product. The product is: [C:26]([O-:27])(=[O:32])[CH3:33].[CH2:42]([O:41][C:39]([NH:1][CH:2]([C:17]12[CH2:24][CH2:23][C:20]([NH:25][C:26](=[O:32])[O:27][C:28]([CH3:29])([CH3:31])[CH3:30])([CH2:21][CH2:22]1)[CH2:19][O:18]2)[CH2:3][C:4]1[C:13]2[C:8](=[CH:9][CH:10]=[C:11]([O:14][CH3:15])[N:12]=2)[N:7]=[CH:6][C:5]=1[F:16])=[O:40])[C:43]1[CH:48]=[CH:47][CH:46]=[CH:45][CH:44]=1. (2) Given the reactants [CH3:1][C:2]1[CH:3]=[C:4]([CH:8]=[C:9]([CH3:14])[C:10]=1[N+:11]([O-])=O)[C:5](O)=O.C(Cl)(=O)C(Cl)=O.[NH2:21][C:22]1[CH:30]=[C:29]([O:31][CH3:32])[CH:28]=[C:27]([O:33][CH3:34])[C:23]=1[C:24]([NH2:26])=[O:25].N1C=CC=CC=1, predict the reaction product. The product is: [NH2:11][C:10]1[C:2]([CH3:1])=[CH:3][C:4]([C:5]2[NH:26][C:24](=[O:25])[C:23]3[C:22](=[CH:30][C:29]([O:31][CH3:32])=[CH:28][C:27]=3[O:33][CH3:34])[N:21]=2)=[CH:8][C:9]=1[CH3:14]. (3) Given the reactants [F:1][C:2]1[CH:3]=[C:4]([CH:15]=[CH:16][C:17]=1[F:18])[NH:5][C:6]1[CH:11]=[CH:10][CH:9]=[CH:8][C:7]=1[N+:12]([O-])=O, predict the reaction product. The product is: [F:1][C:2]1[CH:3]=[C:4]([NH:5][C:6]2[C:7]([NH2:12])=[CH:8][CH:9]=[CH:10][CH:11]=2)[CH:15]=[CH:16][C:17]=1[F:18]. (4) The product is: [Br:1][C:2]1[CH:10]=[CH:9][C:5]([C:6]([O:8][CH2:17][CH3:18])=[O:7])=[CH:4][C:3]=1[OH:11]. Given the reactants [Br:1][C:2]1[CH:10]=[CH:9][C:5]([C:6]([OH:8])=[O:7])=[CH:4][C:3]=1[OH:11].S(=O)(=O)(O)O.[CH2:17](O)[CH3:18], predict the reaction product. (5) Given the reactants [Cl:1][C:2]1[C:7](=[O:8])[N:6]([C:9]2[CH:10]=[C:11]([CH:16]=[CH:17][C:18]=2[CH3:19])[C:12]([O:14][CH3:15])=[O:13])[C:5](S(C)(=O)=O)=[N:4][C:3]=1[O:24][CH2:25][C:26]1[CH:31]=[CH:30][C:29]([F:32])=[CH:28][C:27]=1[F:33].[CH2:34]([NH2:37])[CH:35]=[CH2:36].C(OCC)(=O)C, predict the reaction product. The product is: [CH2:34]([NH:37][C:5]1[N:6]([C:9]2[CH:10]=[C:11]([CH:16]=[CH:17][C:18]=2[CH3:19])[C:12]([O:14][CH3:15])=[O:13])[C:7](=[O:8])[C:2]([Cl:1])=[C:3]([O:24][CH2:25][C:26]2[CH:31]=[CH:30][C:29]([F:32])=[CH:28][C:27]=2[F:33])[N:4]=1)[CH:35]=[CH2:36]. (6) Given the reactants [CH3:1][N:2]1[CH2:7][CH2:6][N:5]([C:8]2[CH:13]=[CH:12][C:11]([N+:14]([O-])=O)=[C:10]([CH3:17])[CH:9]=2)[CH2:4][CH2:3]1.[CH3:18]OC(OC)N(C)C.N1CCCC1.C([O-])=O.[NH4+], predict the reaction product. The product is: [CH3:1][N:2]1[CH2:7][CH2:6][N:5]([C:8]2[CH:9]=[C:10]3[C:11](=[CH:12][CH:13]=2)[NH:14][CH:18]=[CH:17]3)[CH2:4][CH2:3]1.